This data is from Forward reaction prediction with 1.9M reactions from USPTO patents (1976-2016). The task is: Predict the product of the given reaction. (1) Given the reactants [CH2:1]([C:5]1[N:6]=[C:7](SC)[NH:8][C:9](=[O:26])[C:10]=1[CH2:11][C:12]1[CH:17]=[CH:16][C:15]([C:18]2[C:19]([C:24]#[N:25])=[CH:20][CH:21]=[CH:22][CH:23]=2)=[CH:14][CH:13]=1)[CH2:2][CH2:3][CH3:4].O.[NH2:30][NH2:31], predict the reaction product. The product is: [CH2:1]([C:5]1[N:6]=[C:7]([NH:30][NH2:31])[NH:8][C:9](=[O:26])[C:10]=1[CH2:11][C:12]1[CH:17]=[CH:16][C:15]([C:18]2[C:19]([C:24]#[N:25])=[CH:20][CH:21]=[CH:22][CH:23]=2)=[CH:14][CH:13]=1)[CH2:2][CH2:3][CH3:4]. (2) Given the reactants [NH3:1].Cl[C:3]1[C:4]2[C:11]([I:12])=[CH:10][N:9]([CH2:13][CH2:14][C@@H:15]([NH:18][C:19](=[O:25])[O:20][C:21]([CH3:24])([CH3:23])[CH3:22])[CH:16]=[CH2:17])[C:5]=2[N:6]=[CH:7][N:8]=1.O, predict the reaction product. The product is: [NH2:1][C:3]1[C:4]2[C:11]([I:12])=[CH:10][N:9]([CH2:13][CH2:14][C@@H:15]([NH:18][C:19](=[O:25])[O:20][C:21]([CH3:24])([CH3:23])[CH3:22])[CH:16]=[CH2:17])[C:5]=2[N:6]=[CH:7][N:8]=1.